This data is from Forward reaction prediction with 1.9M reactions from USPTO patents (1976-2016). The task is: Predict the product of the given reaction. (1) Given the reactants C1CN([P+](ON2N=NC3C=CC=CC2=3)(N2CCCC2)N2CCCC2)CC1.F[P-](F)(F)(F)(F)F.[Br:34][C:35]1[S:36][C:37]([NH:43]C(OC(C)(C)C)=O)=[C:38]([C:40]([OH:42])=O)[N:39]=1.[NH2:51][C:52]1[CH:53]=[N:54][N:55]([CH3:73])[C:56]=1[N:57]1[CH2:63][CH2:62][CH:61]([F:64])[CH:60]([NH:65][C:66](=[O:72])[O:67][C:68]([CH3:71])([CH3:70])[CH3:69])[CH2:59][CH2:58]1.CCN(C(C)C)C(C)C, predict the reaction product. The product is: [NH2:43][C:37]1[S:36][C:35]([Br:34])=[N:39][C:38]=1[C:40]([NH:51][C:52]1[CH:53]=[N:54][N:55]([CH3:73])[C:56]=1[N:57]1[CH2:63][CH2:62][CH:61]([F:64])[CH:60]([NH:65][C:66](=[O:72])[O:67][C:68]([CH3:69])([CH3:70])[CH3:71])[CH2:59][CH2:58]1)=[O:42]. (2) Given the reactants P(Cl)(Cl)(Cl)=O.[F:6][C:7]1[CH:12]=[CH:11][C:10]([N:13]2[C:17]([CH3:18])=[CH:16][CH:15]=[C:14]2[CH3:19])=[C:9]([C:20]([F:23])([F:22])[F:21])[CH:8]=1.CN([CH:27]=[O:28])C, predict the reaction product. The product is: [F:6][C:7]1[CH:12]=[CH:11][C:10]([N:13]2[C:17]([CH3:18])=[CH:16][C:15]([CH:27]=[O:28])=[C:14]2[CH3:19])=[C:9]([C:20]([F:23])([F:21])[F:22])[CH:8]=1. (3) Given the reactants [CH3:1][C:2]1[CH:3]=[C:4]2[C:13](=[O:14])[O:12][C:11]([C:19]3[NH:23][C:22]4[CH:24]=[CH:25][C:26]([C:28]#[N:29])=[CH:27][C:21]=4[N:20]=3)([C:15]([F:18])([F:17])[F:16])[C:5]2=[C:6]2[C:10]=1[NH:9][CH:8]=[CH:7]2.[Li+].[BH4-].O.[NH4+].[Cl-], predict the reaction product. The product is: [F:17][C:15]([F:16])([F:18])[C:11]([C:19]1[NH:23][C:22]2[CH:24]=[CH:25][C:26]([C:28]#[N:29])=[CH:27][C:21]=2[N:20]=1)([OH:12])[C:5]1[C:4]([CH2:13][OH:14])=[CH:3][C:2]([CH3:1])=[C:10]2[C:6]=1[CH:7]=[CH:8][NH:9]2. (4) Given the reactants Cl.[CH3:2][Si:3]([C:6]#[C:7][C:8]1[CH2:9][CH2:10][NH:11][CH2:12][CH:13]=1)([CH3:5])[CH3:4].[CH3:14][C@@:15]1([CH2:22][S:23](Cl)(=[O:25])=[O:24])[C:19](=[O:20])[NH:18][C:17](=[O:21])[NH:16]1.C(N(C(C)C)C(C)C)C, predict the reaction product. The product is: [CH3:14][C@:15]1([CH2:22][S:23]([N:11]2[CH2:10][CH:9]=[C:8]([C:7]#[C:6][Si:3]([CH3:4])([CH3:5])[CH3:2])[CH2:13][CH2:12]2)(=[O:25])=[O:24])[NH:16][C:17](=[O:21])[NH:18][C:19]1=[O:20]. (5) Given the reactants Cl[C:2]1[N:7]=[C:6]([NH:8][CH:9]2[CH2:23][CH:12]3[CH2:13][N:14]([C:16]([O:18][C:19]([CH3:22])([CH3:21])[CH3:20])=[O:17])[CH2:15][CH:11]3[CH2:10]2)[C:5]([Cl:24])=[CH:4][N:3]=1.[CH:25]1([CH2:28][N:29]2[CH:33]=[C:32]([NH2:34])[CH:31]=[N:30]2)[CH2:27][CH2:26]1.FC(F)(F)C(O)=O.C([O-])([O-])=O.[Na+].[Na+], predict the reaction product. The product is: [Cl:24][C:5]1[C:6]([NH:8][CH:9]2[CH2:23][CH:12]3[CH2:13][N:14]([C:16]([O:18][C:19]([CH3:22])([CH3:21])[CH3:20])=[O:17])[CH2:15][CH:11]3[CH2:10]2)=[N:7][C:2]([NH:34][C:32]2[CH:31]=[N:30][N:29]([CH2:28][CH:25]3[CH2:27][CH2:26]3)[CH:33]=2)=[N:3][CH:4]=1. (6) Given the reactants [CH2:1]([CH:3]1[CH2:12][C:11]2[C:6](=[CH:7][C:8]([CH3:14])=[C:9]([CH3:13])[CH:10]=2)[CH:5]=[N:4]1)[CH3:2].C(C1CC2C(=CC=C(C)C=2C)C=N1)C.CN([CH:32]=[C:33]([C:39](=[O:41])[CH3:40])[C:34]([O:36][CH2:37][CH3:38])=[O:35])C.Cl.O1CCOCC1, predict the reaction product. The product is: [CH2:1]([CH:3]1[N:4]2[CH:5]([CH2:40][C:39](=[O:41])[C:33]([C:34]([O:36][CH2:37][CH3:38])=[O:35])=[CH:32]2)[C:6]2[CH:7]=[C:8]([CH3:14])[C:9]([CH3:13])=[CH:10][C:11]=2[CH2:12]1)[CH3:2]. (7) The product is: [CH2:1]([O:8][C:9]1[CH:14]=[CH:13][C:12]([Br:15])=[CH:11][C:10]=1[C:16]1[N:17]=[C:18]([NH2:23])[N:19]=[C:20]([NH:33][C:30]2[CH:31]=[CH:32][C:27]([N+:24]([O-:26])=[O:25])=[CH:28][CH:29]=2)[CH:21]=1)[C:2]1[CH:7]=[CH:6][CH:5]=[CH:4][CH:3]=1. Given the reactants [CH2:1]([O:8][C:9]1[CH:14]=[CH:13][C:12]([Br:15])=[CH:11][C:10]=1[C:16]1[CH:21]=[C:20](Cl)[N:19]=[C:18]([NH2:23])[N:17]=1)[C:2]1[CH:7]=[CH:6][CH:5]=[CH:4][CH:3]=1.[N+:24]([C:27]1[CH:32]=[CH:31][C:30]([NH2:33])=[CH:29][CH:28]=1)([O-:26])=[O:25], predict the reaction product. (8) Given the reactants Cl[C:2]1[C:11]2[C:6](=[CH:7][CH:8]=[CH:9][CH:10]=2)[C:5]([Cl:12])=[N:4][N:3]=1.[N:13]1([C:23]([O:25][C:26]([CH3:29])([CH3:28])[CH3:27])=[O:24])[CH2:18][CH2:17][NH:16][CH2:15][CH:14]1[C:19]([O:21][CH3:22])=[O:20].C(N(CC)C(C)C)(C)C, predict the reaction product. The product is: [Cl:12][C:5]1[C:6]2[C:11](=[CH:10][CH:9]=[CH:8][CH:7]=2)[C:2]([N:16]2[CH2:17][CH2:18][N:13]([C:23]([O:25][C:26]([CH3:27])([CH3:28])[CH3:29])=[O:24])[CH:14]([C:19]([O:21][CH3:22])=[O:20])[CH2:15]2)=[N:3][N:4]=1.